This data is from Full USPTO retrosynthesis dataset with 1.9M reactions from patents (1976-2016). The task is: Predict the reactants needed to synthesize the given product. (1) Given the product [CH:1]1([C:4](=[O:21])[C:5](=[CH:24][N:25]([CH3:27])[CH3:26])[C:6]([C:8]2[CH:13]=[CH:12][C:11]([S:14]([CH3:17])(=[O:16])=[O:15])=[C:10]([NH:18][CH3:19])[C:9]=2[CH3:20])=[O:7])[CH2:3][CH2:2]1, predict the reactants needed to synthesize it. The reactants are: [CH:1]1([C:4](=[O:21])[CH2:5][C:6]([C:8]2[CH:13]=[CH:12][C:11]([S:14]([CH3:17])(=[O:16])=[O:15])=[C:10]([NH:18][CH3:19])[C:9]=2[CH3:20])=[O:7])[CH2:3][CH2:2]1.CO[CH:24](OC)[N:25]([CH3:27])[CH3:26]. (2) Given the product [O:19]1[CH2:20][CH2:21][CH2:22][CH2:23][CH:18]1[O:17][CH2:16][CH2:15][O:14][C:11]1[CH:12]=[CH:13][C:8]2[N:9]([CH:24]=[C:6]([C:4]([OH:5])=[O:3])[N:7]=2)[CH:10]=1, predict the reactants needed to synthesize it. The reactants are: C([O:3][C:4]([C:6]1[N:7]=[C:8]2[CH:13]=[CH:12][C:11]([O:14][CH2:15][CH2:16][O:17][CH:18]3[CH2:23][CH2:22][CH2:21][CH2:20][O:19]3)=[CH:10][N:9]2[CH:24]=1)=[O:5])C.[OH-].[Na+].C(O)(=O)CC(CC(O)=O)(C(O)=O)O.